This data is from Catalyst prediction with 721,799 reactions and 888 catalyst types from USPTO. The task is: Predict which catalyst facilitates the given reaction. Reactant: [CH3:1][N:2]([C:20]1[CH:21]=[CH:22][CH:23]=[CH:24][N:25]=1)[CH2:3][CH2:4][O:5][C:6]1[CH:7]=[CH:8][C:9]([CH2:12][CH:13]2[S:19][C:17](=[O:18])[NH:16][C:14]2=[O:15])=[CH:10][CH:11]=1.[C:26]([OH:33])(=[O:32])/[CH:27]=[CH:28]\[C:29]([OH:31])=[O:30].O. Product: [CH3:1][N:2]([C:20]1[CH:21]=[CH:22][CH:23]=[CH:24][N:25]=1)[CH2:3][CH2:4][O:5][C:6]1[CH:11]=[CH:10][C:9]([CH2:12][CH:13]2[S:19][C:17](=[O:18])[NH:16][C:14]2=[O:15])=[CH:8][CH:7]=1.[CH:27](/[C:26]([OH:33])=[O:32])=[CH:28]/[C:29]([OH:31])=[O:30]. The catalyst class is: 8.